Dataset: Catalyst prediction with 721,799 reactions and 888 catalyst types from USPTO. Task: Predict which catalyst facilitates the given reaction. Reactant: [C:1]([O:5][C:6]([NH:8][CH2:9][CH2:10][CH2:11][NH:12][C:13](=[O:33])[NH:14][C:15]1[CH:16]=[C:17]([C:21]([OH:32])([C:26]2[CH:31]=[CH:30][CH:29]=[CH:28][CH:27]=2)[C:22]([O:24]C)=[O:23])[CH:18]=[CH:19][CH:20]=1)=[O:7])([CH3:4])([CH3:3])[CH3:2].[Li+].[OH-]. Product: [C:1]([O:5][C:6]([NH:8][CH2:9][CH2:10][CH2:11][NH:12][C:13](=[O:33])[NH:14][C:15]1[CH:16]=[C:17]([C:21]([OH:32])([C:26]2[CH:27]=[CH:28][CH:29]=[CH:30][CH:31]=2)[C:22]([OH:24])=[O:23])[CH:18]=[CH:19][CH:20]=1)=[O:7])([CH3:4])([CH3:2])[CH3:3]. The catalyst class is: 30.